Dataset: Full USPTO retrosynthesis dataset with 1.9M reactions from patents (1976-2016). Task: Predict the reactants needed to synthesize the given product. (1) Given the product [NH2:25][C:26]1[C:31]2[C:32]([C:35]3[CH:36]=[C:37]([NH:41][C:10]([NH:9][C:3]4[C:2]([F:1])=[CH:7][CH:6]=[CH:5][C:4]=4[F:8])=[O:11])[CH:38]=[CH:39][CH:40]=3)=[CH:33][S:34][C:30]=2[C:29]([C:54]2[CH:55]=[N:56][CH:57]=[CH:58][CH:59]=2)=[CH:28][N:27]=1, predict the reactants needed to synthesize it. The reactants are: [F:1][C:2]1[CH:7]=[CH:6][CH:5]=[C:4]([F:8])[C:3]=1[N:9]=[C:10]=[O:11].FC(F)(F)C1C=C(C=CC=1)C(Cl)=O.[NH2:25][C:26]1[C:31]2[C:32]([C:35]3[CH:36]=[C:37]([NH:41]C(=O)C4C=CC=C(C(F)(F)F)C=4)[CH:38]=[CH:39][CH:40]=3)=[CH:33][S:34][C:30]=2[C:29]([C:54]2[CH:55]=[N:56][CH:57]=[CH:58][CH:59]=2)=[CH:28][N:27]=1. (2) The reactants are: [CH2:1]([O:5][C:6]1[CH:7]=[C:8](/[CH:13]=[C:14](\[O:18][CH2:19][CH3:20])/[C:15]([OH:17])=[O:16])[CH:9]=[CH:10][C:11]=1I)[CH2:2][CH2:3][CH3:4].[CH2:21]([NH:28][C:29](=[O:41])[N:30]([C:32]1[CH:33]=[C:34](B(O)O)[CH:35]=[CH:36][CH:37]=1)[CH3:31])[CH2:22][CH2:23][CH2:24][CH2:25][CH2:26][CH3:27].C(=O)([O-])[O-].[K+].[K+].O. Given the product [CH2:1]([O:5][C:6]1[CH:7]=[C:8](/[CH:13]=[C:14](\[O:18][CH2:19][CH3:20])/[C:15]([OH:17])=[O:16])[CH:9]=[CH:10][C:11]=1[C:34]1[CH:35]=[CH:36][CH:37]=[C:32]([N:30]([CH3:31])[C:29]([NH:28][CH2:21][CH2:22][CH2:23][CH2:24][CH2:25][CH2:26][CH3:27])=[O:41])[CH:33]=1)[CH2:2][CH2:3][CH3:4], predict the reactants needed to synthesize it. (3) The reactants are: [C:1]([O:5][C:6]([NH:8][C@@H:9]([CH2:13][CH2:14][C:15]([O:17][CH3:18])=[O:16])[C:10](O)=[O:11])=[O:7])([CH3:4])([CH3:3])[CH3:2].S(C)C.CO. Given the product [C:1]([O:5][C:6]([NH:8][C@H:9]([CH2:10][OH:11])[CH2:13][CH2:14][C:15]([O:17][CH3:18])=[O:16])=[O:7])([CH3:3])([CH3:2])[CH3:4], predict the reactants needed to synthesize it. (4) Given the product [C:8]([O:11][C@H:12]([CH3:43])[CH2:13][CH2:14][CH2:15][CH2:16][N:17]1[C:26](=[O:27])[C:25]2[N:24]([CH3:28])[CH:23]=[N:22][C:21]=2[N:20]([CH2:29][CH2:30][CH2:31][CH2:32][CH2:33][CH2:34][NH2:35])[C:18]1=[O:19])(=[O:10])[CH3:9], predict the reactants needed to synthesize it. The reactants are: FC(F)(F)C(O)=O.[C:8]([O:11][C@H:12]([CH3:43])[CH2:13][CH2:14][CH2:15][CH2:16][N:17]1[C:26](=[O:27])[C:25]2[N:24]([CH3:28])[CH:23]=[N:22][C:21]=2[N:20]([CH2:29][CH2:30][CH2:31][CH2:32][CH2:33][CH2:34][NH:35]C(OC(C)(C)C)=O)[C:18]1=[O:19])(=[O:10])[CH3:9]. (5) The reactants are: [NH2:1][C:2]1[N:7]=[CH:6][N:5]=[C:4]2[N:8]([CH:12]([C:14]3[O:15][C:16](=[O:30])[C:17]4[C:22]([C:23]=3[C:24]3[CH:29]=[CH:28][CH:27]=[CH:26][CH:25]=3)=[CH:21][CH:20]=[CH:19][CH:18]=4)[CH3:13])[N:9]=[C:10](I)[C:3]=12.C[O:32][C:33]1[CH:34]=[N:35][CH:36]=[C:37]([Sn](CCCC)(CCCC)CCCC)[CH:38]=1. Given the product [NH2:1][C:2]1[N:7]=[CH:6][N:5]=[C:4]2[N:8]([CH:12]([C:14]3[O:15][C:16](=[O:30])[C:17]4[C:22]([C:23]=3[C:24]3[CH:29]=[CH:28][CH:27]=[CH:26][CH:25]=3)=[CH:21][CH:20]=[CH:19][CH:18]=4)[CH3:13])[N:9]=[C:10]([C:37]3[CH:36]=[N:35][CH:34]=[C:33]([OH:32])[CH:38]=3)[C:3]=12, predict the reactants needed to synthesize it. (6) Given the product [CH3:1][O:2][C:3](=[O:12])[C:4]1[CH:9]=[C:8]([O:10][Si:18]([C:21]([CH3:24])([CH3:23])[CH3:22])([CH3:20])[CH3:19])[CH:7]=[CH:6][C:5]=1[OH:11], predict the reactants needed to synthesize it. The reactants are: [CH3:1][O:2][C:3](=[O:12])[C:4]1[CH:9]=[C:8]([OH:10])[CH:7]=[CH:6][C:5]=1[OH:11].N1C=CN=C1.[Si:18](Cl)([C:21]([CH3:24])([CH3:23])[CH3:22])([CH3:20])[CH3:19]. (7) Given the product [Cl:1][C:2]1[CH:9]=[C:6](/[CH:7]=[CH:21]/[C:22]([OH:24])=[O:23])[CH:5]=[N:4][C:3]=1[NH:10][CH2:11][CH2:12][O:13][C:14]1[CH:19]=[CH:18][CH:17]=[CH:16][CH:15]=1, predict the reactants needed to synthesize it. The reactants are: [Cl:1][C:2]1[C:3]([NH:10][CH2:11][CH2:12][O:13][C:14]2[CH:19]=[CH:18][CH:17]=[CH:16][CH:15]=2)=[N:4][CH:5]=[C:6]([CH:9]=1)[CH:7]=O.C(O)(=O)[CH2:21][C:22]([OH:24])=[O:23].N1CCCCC1.